The task is: Predict the reaction yield, written as a fraction of the theoretical maximum amount of product (1.0 means a 100% yield; for example, 0.34 means a 34% yield).. This data is from Reaction yield outcomes from USPTO patents with 853,638 reactions. (1) The reactants are Br[C:2]1[S:10][C:9]2[C:8](=[O:11])[NH:7][C:6]([CH3:13])([CH3:12])[NH:5][C:4]=2[CH:3]=1.[CH3:14][C:15]1[C:19](B2OC(C)(C)C(C)(C)O2)=[CH:18][N:17](C(OC(C)(C)C)=O)[N:16]=1.C(=O)([O-])[O-].[Cs+].[Cs+].C(=O)([O-])[O-].[Na+].[Na+].[OH-].[Na+]. The catalyst is CCOC(C)=O.O.COCCOC. The product is [CH3:12][C:6]1([CH3:13])[NH:5][C:4]2[CH:3]=[C:2]([C:19]3[CH:18]=[N:17][NH:16][C:15]=3[CH3:14])[S:10][C:9]=2[C:8](=[O:11])[NH:7]1. The yield is 0.600. (2) The reactants are [F:1][C:2]1[CH:7]=[C:6](I)[CH:5]=[CH:4][C:3]=1[N:9]1[CH:14]=[C:13]([O:15][CH3:16])[C:12](=[O:17])[C:11]([C:18]2[N:22]([C:23]3[CH:28]=[CH:27][CH:26]=[CH:25][CH:24]=3)[N:21]=[CH:20][CH:19]=2)=[N:10]1.[NH:29]1[CH:33]=[CH:32][CH:31]=[N:30]1.C(=NO)C1C(=CC=CC=1)O.C([O-])([O-])=O.[Cs+].[Cs+]. The catalyst is CC#N.O. The product is [F:1][C:2]1[CH:7]=[C:6]([N:29]2[CH:33]=[CH:32][CH:31]=[N:30]2)[CH:5]=[CH:4][C:3]=1[N:9]1[CH:14]=[C:13]([O:15][CH3:16])[C:12](=[O:17])[C:11]([C:18]2[N:22]([C:23]3[CH:28]=[CH:27][CH:26]=[CH:25][CH:24]=3)[N:21]=[CH:20][CH:19]=2)=[N:10]1. The yield is 0.440. (3) The reactants are [CH2:1]([C:8]1[S:9][C:10]2[CH:16]=[CH:15][C:14]([C:17]3[CH:18]=[C:19]([CH:27]4[CH2:32][CH2:31][NH:30][CH2:29][CH2:28]4)[N:20]4[C:25]=3[C:24]([NH2:26])=[N:23][CH:22]=[N:21]4)=[CH:13][C:11]=2[N:12]=1)[C:2]1[CH:7]=[CH:6][CH:5]=[CH:4][CH:3]=1.Cl[CH2:34][C:35]([N:37]([CH3:39])[CH3:38])=[O:36]. No catalyst specified. The product is [NH2:26][C:24]1[C:25]2=[C:17]([C:14]3[CH:15]=[CH:16][C:10]4[S:9][C:8]([CH2:1][C:2]5[CH:3]=[CH:4][CH:5]=[CH:6][CH:7]=5)=[N:12][C:11]=4[CH:13]=3)[CH:18]=[C:19]([CH:27]3[CH2:32][CH2:31][N:30]([CH2:34][C:35]([N:37]([CH3:39])[CH3:38])=[O:36])[CH2:29][CH2:28]3)[N:20]2[N:21]=[CH:22][N:23]=1. The yield is 0.362. (4) The reactants are [CH2:1]([O:3][C:4]([C:6]1[CH:7]=[N:8][N:9]([C:11]2[N:15](COCCOC)[C:14]3[CH:22]=[C:23]([Cl:28])[C:24]([Cl:27])=[C:25]([Br:26])[C:13]=3[N:12]=2)[CH:10]=1)=[O:5])[CH3:2].CCO.Cl. The catalyst is O1CCOCC1. The product is [CH2:1]([O:3][C:4]([C:6]1[CH:7]=[N:8][N:9]([C:11]2[NH:15][C:14]3[CH:22]=[C:23]([Cl:28])[C:24]([Cl:27])=[C:25]([Br:26])[C:13]=3[N:12]=2)[CH:10]=1)=[O:5])[CH3:2]. The yield is 0.810. (5) The reactants are [Br:1][C:2]1[CH2:11][CH2:10][C:9]2[C:4](=[CH:5][C:6]([F:14])=[C:7]([F:13])[C:8]=2[F:12])[C:3]=1[CH:15]=[O:16].ClC1C(=O)C(C#N)=C(C#N)C(=O)C=1Cl. The catalyst is C1(C)C=CC=CC=1. The product is [Br:1][C:2]1[CH:11]=[CH:10][C:9]2[C:4](=[CH:5][C:6]([F:14])=[C:7]([F:13])[C:8]=2[F:12])[C:3]=1[CH:15]=[O:16]. The yield is 0.530.